Dataset: Peptide-MHC class II binding affinity with 134,281 pairs from IEDB. Task: Regression. Given a peptide amino acid sequence and an MHC pseudo amino acid sequence, predict their binding affinity value. This is MHC class II binding data. (1) The MHC is DRB1_0404 with pseudo-sequence DRB1_0404. The peptide sequence is PEQIQLLKKAFDAFD. The binding affinity (normalized) is 0.236. (2) The peptide sequence is AYGIPKVPPGPNITA. The MHC is DRB3_0202 with pseudo-sequence DRB3_0202. The binding affinity (normalized) is 0.0516.